From a dataset of NCI-60 drug combinations with 297,098 pairs across 59 cell lines. Regression. Given two drug SMILES strings and cell line genomic features, predict the synergy score measuring deviation from expected non-interaction effect. Drug 1: C1C(C(OC1N2C=C(C(=O)NC2=O)F)CO)O. Drug 2: CC1CCC2CC(C(=CC=CC=CC(CC(C(=O)C(C(C(=CC(C(=O)CC(OC(=O)C3CCCCN3C(=O)C(=O)C1(O2)O)C(C)CC4CCC(C(C4)OC)OCCO)C)C)O)OC)C)C)C)OC. Cell line: MALME-3M. Synergy scores: CSS=11.2, Synergy_ZIP=-6.60, Synergy_Bliss=-1.42, Synergy_Loewe=-5.20, Synergy_HSA=-1.17.